This data is from Forward reaction prediction with 1.9M reactions from USPTO patents (1976-2016). The task is: Predict the product of the given reaction. (1) Given the reactants [NH2:1][C:2]1[CH:7]=[CH:6][C:5]([F:8])=[CH:4][C:3]=1[OH:9].[C:10](N1C=CN=C1)(=[O:12])[CH3:11], predict the reaction product. The product is: [F:8][C:5]1[CH:6]=[CH:7][C:2]([NH:1][C:10](=[O:12])[CH3:11])=[C:3]([OH:9])[CH:4]=1. (2) Given the reactants [C:1]([O:5][C:6]([N:8]1[C:16]2[C:11](=[CH:12][CH:13]=[C:14]([N+:17]([O-:19])=[O:18])[CH:15]=2)[C:10](I)=[N:9]1)=[O:7])([CH3:4])([CH3:3])[CH3:2].[CH3:21][N:22]([CH3:32])[C:23]1[CH:28]=[CH:27][C:26](B(O)O)=[CH:25][CH:24]=1.O.ClCCl, predict the reaction product. The product is: [C:1]([O:5][C:6]([N:8]1[C:16]2[C:11](=[CH:12][CH:13]=[C:14]([N+:17]([O-:19])=[O:18])[CH:15]=2)[C:10]([C:26]2[CH:27]=[CH:28][C:23]([N:22]([CH3:32])[CH3:21])=[CH:24][CH:25]=2)=[N:9]1)=[O:7])([CH3:4])([CH3:3])[CH3:2]. (3) Given the reactants Br[C:2]1[CH:3]=[C:4]2[C:9](=[CH:10][CH:11]=1)[N:8]=[C:7]([CH3:12])[C:6]([C:13](=[O:18])[C:14]([F:17])([F:16])[F:15])=[C:5]2[C:19]1[CH:24]=[CH:23][CH:22]=[CH:21][CH:20]=1.[CH3:25][N:26]([CH3:32])[CH:27]1[CH2:31][CH2:30][NH:29][CH2:28]1, predict the reaction product. The product is: [CH3:25][N:26]([CH3:32])[CH:27]1[CH2:31][CH2:30][N:29]([C:2]2[CH:3]=[C:4]3[C:9](=[CH:10][CH:11]=2)[N:8]=[C:7]([CH3:12])[C:6]([C:13](=[O:18])[C:14]([F:17])([F:16])[F:15])=[C:5]3[C:19]2[CH:24]=[CH:23][CH:22]=[CH:21][CH:20]=2)[CH2:28]1. (4) Given the reactants [CH2:1]([N:4]1[CH:8]([CH2:9][CH2:10][CH3:11])[CH2:7][O:6][S@:5]1=[O:12])[CH2:2][CH3:3].I([O-])(=O)(=O)=[O:14].[Na+], predict the reaction product. The product is: [CH2:1]([N:4]1[C@H:8]([CH2:9][CH2:10][CH3:11])[CH2:7][O:6][S:5]1(=[O:14])=[O:12])[CH2:2][CH3:3]. (5) Given the reactants C[O:2][C:3](=[O:18])[CH2:4][C:5]1[C:6]2[CH:13]=[C:12]([S:14](Cl)(=[O:16])=[O:15])[CH:11]=[CH:10][C:7]=2[S:8][CH:9]=1.[CH3:19][C@H:20]1[NH:25][C@@H:24]([CH3:26])[CH2:23][N:22]([CH2:27][C:28]2[CH:33]=[CH:32][C:31]([O:34][C:35]([F:38])([F:37])[F:36])=[CH:30][CH:29]=2)[CH2:21]1, predict the reaction product. The product is: [CH3:26][C@H:24]1[CH2:23][N:22]([CH2:27][C:28]2[CH:29]=[CH:30][C:31]([O:34][C:35]([F:38])([F:36])[F:37])=[CH:32][CH:33]=2)[CH2:21][C@@H:20]([CH3:19])[N:25]1[S:14]([C:12]1[CH:11]=[CH:10][C:7]2[S:8][CH:9]=[C:5]([CH2:4][C:3]([OH:2])=[O:18])[C:6]=2[CH:13]=1)(=[O:16])=[O:15].